This data is from Catalyst prediction with 721,799 reactions and 888 catalyst types from USPTO. The task is: Predict which catalyst facilitates the given reaction. Reactant: [C:1]([NH:4][C:5]1[C:6]([I:31])=[C:7]([C:22]([N:24]([CH2:28][CH2:29][OH:30])[CH2:25][CH2:26][OH:27])=[O:23])[C:8]([I:21])=[C:9]([C:19]=1[I:20])[C:10]([N:12]([CH2:16][CH2:17][OH:18])[CH2:13][CH2:14][OH:15])=[O:11])(=[O:3])[CH3:2].[OH-:32].[K+].B(O)(O)O.[O:38]1[CH2:40][CH:39]1[CH2:41][O:42][CH2:43][CH2:44][O:45][CH2:46][CH:47]1[CH2:49][O:48]1. Product: [OH:38][CH:39]([CH2:41][O:42][CH2:43][CH2:44][O:45][CH2:46][CH:47]([OH:48])[CH2:49][N:4]([C:5]1[C:19]([I:20])=[C:9]([C:10]([N:12]([CH2:13][CH2:14][OH:15])[CH2:16][CH2:17][OH:18])=[O:11])[C:8]([I:21])=[C:7]([C:6]=1[I:31])[C:22]([N:24]([CH2:25][CH2:26][OH:27])[CH2:28][CH2:29][OH:30])=[O:23])[C:1](=[O:32])[CH3:2])[CH2:40][N:4]([C:5]1[C:19]([I:20])=[C:9]([C:10]([N:12]([CH2:13][CH2:14][OH:15])[CH2:16][CH2:17][OH:18])=[O:11])[C:8]([I:21])=[C:7]([C:6]=1[I:31])[C:22]([N:24]([CH2:25][CH2:26][OH:27])[CH2:28][CH2:29][OH:30])=[O:23])[C:1](=[O:3])[CH3:2]. The catalyst class is: 24.